The task is: Predict the reaction yield, written as a fraction of the theoretical maximum amount of product (1.0 means a 100% yield; for example, 0.34 means a 34% yield).. This data is from Reaction yield outcomes from USPTO patents with 853,638 reactions. (1) The product is [CH:4]12[N:7]([CH2:8][CH2:9][O:10][C:11]3[CH:16]=[CH:15][C:14]([NH:17][C:35]([NH:44][CH2:43][C:42]4[CH:45]=[CH:46][CH:47]=[C:40]([C:39]([F:48])([F:49])[F:38])[CH:41]=4)=[O:36])=[CH:13][C:12]=3[C:18]3[N:19]([CH3:24])[N:20]=[CH:21][C:22]=3[Br:23])[CH:1]([CH2:2][CH2:3]1)[CH2:6][CH2:5]2. The reactants are [CH:1]12[N:7]([CH2:8][CH2:9][O:10][C:11]3[CH:16]=[CH:15][C:14]([NH2:17])=[CH:13][C:12]=3[C:18]3[N:19]([CH3:24])[N:20]=[CH:21][C:22]=3[Br:23])[CH:4]([CH2:5][CH2:6]1)[CH2:3][CH2:2]2.C1C([N+]([O-])=O)=CC=C([Cl-][C:35]([O-])=[O:36])C=1.[F:38][C:39]([F:49])([F:48])[C:40]1[CH:41]=[C:42]([CH:45]=[CH:46][CH:47]=1)[CH2:43][NH2:44].C(N(CC)C(C)C)(C)C. The yield is 0.650. The catalyst is ClCCCl. (2) The reactants are ClCCl.[Cl:4][C:5]1[CH:6]=[C:7]([N:11]([O:25][CH:26]2[CH2:31][CH2:30][CH2:29][CH2:28][O:27]2)[C:12]([C:14]2[O:15][C:16]3[C:23]([NH2:24])=[CH:22][CH:21]=[CH:20][C:17]=3[C:18]=2O)=[NH:13])[CH:8]=[CH:9][CH:10]=1.[C:32](OC(=O)C)(=[O:34])[CH3:33]. The catalyst is N1C=CC=CC=1. The product is [Cl:4][C:5]1[CH:6]=[C:7]([N:11]([O:25][CH:26]2[CH2:31][CH2:30][CH2:29][CH2:28][O:27]2)[C:12]([C:14]2[O:15][C:16]3[C:23]([NH:24][C:32](=[O:34])[CH3:33])=[CH:22][CH:21]=[CH:20][C:17]=3[CH:18]=2)=[NH:13])[CH:8]=[CH:9][CH:10]=1. The yield is 0.990. (3) The product is [CH:11]1([NH:17][C:2]2[CH:7]=[CH:6][CH:5]=[CH:4][C:3]=2[N+:8]([O-:10])=[O:9])[CH2:16][CH2:15][CH2:14][CH2:13][CH2:12]1. The catalyst is C(#N)C. The yield is 0.860. The reactants are F[C:2]1[CH:7]=[CH:6][CH:5]=[CH:4][C:3]=1[N+:8]([O-:10])=[O:9].[CH:11]1([NH2:17])[CH2:16][CH2:15][CH2:14][CH2:13][CH2:12]1.C(=O)([O-])[O-].[K+].[K+]. (4) The reactants are [NH2:1][C:2]1[C:10]([O:11][CH3:12])=[C:9]2[C:5]([CH2:6][CH2:7][C:8]2=[CH:13][CH2:14][NH:15][C:16](=[O:18])[CH3:17])=[CH:4][CH:3]=1. The catalyst is CO.[C].[Pd]. The product is [NH2:1][C:2]1[C:10]([O:11][CH3:12])=[C:9]2[C:5]([CH2:6][CH2:7][CH:8]2[CH2:13][CH2:14][NH:15][C:16](=[O:18])[CH3:17])=[CH:4][CH:3]=1. The yield is 0.960. (5) The reactants are [H-].[Na+].[NH:3]1[C:7]2=[N:8][C:9]([C:12]([O:14][CH2:15][CH3:16])=[O:13])=[CH:10][CH:11]=[C:6]2[CH:5]=[C:4]1[C:17]([O:19][CH2:20][CH3:21])=[O:18].[CH3:22][C@@H:23]1OS(=O)(=O)[N:25]([C:30]([O:32][C:33]([CH3:36])([CH3:35])[CH3:34])=[O:31])[CH2:24]1. The catalyst is CN(C=O)C. The product is [C:33]([O:32][C:30]([NH:25][CH2:24][C@@H:23]([N:3]1[C:7]2=[N:8][C:9]([C:12]([O:14][CH2:15][CH3:16])=[O:13])=[CH:10][CH:11]=[C:6]2[CH:5]=[C:4]1[C:17]([O:19][CH2:20][CH3:21])=[O:18])[CH3:22])=[O:31])([CH3:36])([CH3:35])[CH3:34]. The yield is 0.630.